Task: Regression. Given a peptide amino acid sequence and an MHC pseudo amino acid sequence, predict their binding affinity value. This is MHC class I binding data.. Dataset: Peptide-MHC class I binding affinity with 185,985 pairs from IEDB/IMGT (1) The peptide sequence is VEITPYKPTW. The binding affinity (normalized) is 0.653. The MHC is HLA-B44:03 with pseudo-sequence HLA-B44:03. (2) The peptide sequence is GCYNYKNL. The MHC is H-2-Kb with pseudo-sequence H-2-Kb. The binding affinity (normalized) is 0.348.